Dataset: Reaction yield outcomes from USPTO patents with 853,638 reactions. Task: Predict the reaction yield, written as a fraction of the theoretical maximum amount of product (1.0 means a 100% yield; for example, 0.34 means a 34% yield). (1) The reactants are CN(C(O[N:9]1N=NC2C=[CH:13][CH:14]=[CH:15][C:10]1=2)=[N+](C)C)C.[B-](F)(F)(F)F.C(N(C(C)C)CC)(C)C.[CH3:32][N:33]1[C:37]([C:38](=[O:55])[NH:39][C:40]2[CH:45]=[CH:44][N:43]3[CH:46]=[C:47]([C:49]4[CH:54]=[CH:53][CH:52]=[CH:51][CH:50]=4)[N:48]=[C:42]3[CH:41]=2)=[C:36]([C:56](O)=[O:57])[CH:35]=[N:34]1.N1CCCC1. The catalyst is CN(C=O)C.O. The product is [C:49]1([C:47]2[N:48]=[C:42]3[CH:41]=[C:40]([NH:39][C:38]([C:37]4[N:33]([CH3:32])[N:34]=[CH:35][C:36]=4[C:56]([N:9]4[CH2:10][CH2:15][CH2:14][CH2:13]4)=[O:57])=[O:55])[CH:45]=[CH:44][N:43]3[CH:46]=2)[CH:50]=[CH:51][CH:52]=[CH:53][CH:54]=1. The yield is 0.540. (2) The reactants are CC(O)(C)[C:3]#[C:4][C:5]1[CH:17]=[CH:16][C:8]([O:9][CH2:10][CH2:11][CH2:12][CH2:13][CH2:14][OH:15])=[CH:7][CH:6]=1.C1(C)C=CC=CC=1.[OH-].[Na+].Cl. The catalyst is C(OCC)(=O)C.O. The product is [C:4]([C:5]1[CH:17]=[CH:16][C:8]([O:9][CH2:10][CH2:11][CH2:12][CH2:13][CH2:14][OH:15])=[CH:7][CH:6]=1)#[CH:3]. The yield is 0.980. (3) The reactants are [Cl-].[Al+3].[Cl-].[Cl-].[Br:5][CH2:6][C:7](Br)=[O:8].[NH:10]1[C:18]2[C:13](=[CH:14][CH:15]=[CH:16][CH:17]=2)[CH2:12][C:11]1=[O:19]. The catalyst is ClCCCl. The product is [Br:5][CH2:6][C:7]([C:15]1[CH:14]=[C:13]2[C:18](=[CH:17][CH:16]=1)[NH:10][C:11](=[O:19])[CH2:12]2)=[O:8]. The yield is 0.820. (4) The reactants are [Cl-].O[NH3+:3].[C:4](=[O:7])([O-])[OH:5].[Na+].CS(C)=O.[CH3:13][C:14]1([CH3:51])[CH2:23][CH2:22][C:21]2[C:16](=[CH:17][CH:18]=[C:19]([N:24]3[C:29](=[O:30])[C:28]([CH2:31][C:32]4[CH:37]=[CH:36][C:35]([C:38]5[C:39]([C:44]#[N:45])=[CH:40][CH:41]=[CH:42][CH:43]=5)=[CH:34][C:33]=4[F:46])=[C:27]([CH2:47][CH2:48][CH3:49])[N:26]=[C:25]3[CH3:50])[CH:20]=2)[O:15]1. The catalyst is C(OCC)(=O)C. The product is [CH3:13][C:14]1([CH3:51])[CH2:23][CH2:22][C:21]2[C:16](=[CH:17][CH:18]=[C:19]([N:24]3[C:29](=[O:30])[C:28]([CH2:31][C:32]4[CH:37]=[CH:36][C:35]([C:38]5[CH:43]=[CH:42][CH:41]=[CH:40][C:39]=5[C:44]5[NH:3][C:4](=[O:7])[O:5][N:45]=5)=[CH:34][C:33]=4[F:46])=[C:27]([CH2:47][CH2:48][CH3:49])[N:26]=[C:25]3[CH3:50])[CH:20]=2)[O:15]1. The yield is 0.520. (5) The reactants are [O:1]1[CH2:6][CH2:5][NH:4][C:3]2[CH:7]=[N:8][CH:9]=[CH:10][C:2]1=2.[F:11][C:12]1[CH:13]=[C:14]([CH:18]=[CH:19][C:20]=1[O:21][CH3:22])[C:15](Cl)=[O:16].C(N(CC)CC)C.Cl. The product is [O:1]1[CH2:6][CH2:5][N:4]([C:15]([C:14]2[CH:18]=[CH:19][C:20]([O:21][CH3:22])=[C:12]([F:11])[CH:13]=2)=[O:16])[C:3]2[CH:7]=[N:8][CH:9]=[CH:10][C:2]1=2. The yield is 0.330. The catalyst is ClCCl. (6) The reactants are [Cl:1][C:2]1[C:3]([F:29])=[C:4]([CH:26]=[CH:27][CH:28]=1)[NH:5][C:6]1[C:15]2[C:10](=[CH:11][C:12]([O:24][CH3:25])=[C:13]([O:16][CH2:17][CH:18]3[CH2:23][CH2:22][NH:21][CH2:20][CH2:19]3)[CH:14]=2)[N:9]=[CH:8]C=1.C([N:33]([CH:36](C)C)CC)(C)C.[N:39]#CBr. The catalyst is C(Cl)Cl. The product is [Cl:1][C:2]1[C:3]([F:29])=[C:4]([CH:26]=[CH:27][CH:28]=1)[NH:5][C:6]1[C:15]2[C:10](=[CH:11][C:12]([O:24][CH3:25])=[C:13]([O:16][CH2:17][CH:18]3[CH2:23][CH2:22][N:21]([C:36]#[N:33])[CH2:20][CH2:19]3)[CH:14]=2)[N:9]=[CH:8][N:39]=1. The yield is 0.680. (7) The reactants are [CH2:1]([O:3][P:4]([CH:9]([P:28]([O:33][CH2:34][CH3:35])([O:30][CH2:31][CH3:32])=[O:29])[CH2:10][C:11]1[N:15]2[CH:16]=[CH:17][CH:18]=[C:19]([O:20]CC3C=CC=CC=3)[C:14]2=[N:13][CH:12]=1)(=[O:8])[O:5][CH2:6][CH3:7])[CH3:2]. The catalyst is C(O)C. The product is [CH2:34]([O:33][P:28]([CH:9]([P:4]([O:3][CH2:1][CH3:2])([O:5][CH2:6][CH3:7])=[O:8])[CH2:10][C:11]1[N:15]2[CH:16]=[CH:17][CH:18]=[C:19]([OH:20])[C:14]2=[N:13][CH:12]=1)(=[O:29])[O:30][CH2:31][CH3:32])[CH3:35]. The yield is 0.720. (8) The reactants are Br[C:2]1[CH:7]=[CH:6][C:5]([S:8]([N:11]2[CH2:16][CH2:15][O:14][CH2:13][CH2:12]2)(=[O:10])=[O:9])=[CH:4][CH:3]=1.[C:17]([C:19]1[N:23]([CH3:24])[C:22](B(O)O)=[CH:21][CH:20]=1)#[N:18].[F-].[K+].C(P(C(C)(C)C)C(C)(C)C)(C)(C)C. The catalyst is C1C=CC(/C=C/C(/C=C/C2C=CC=CC=2)=O)=CC=1.C1C=CC(/C=C/C(/C=C/C2C=CC=CC=2)=O)=CC=1.C1C=CC(/C=C/C(/C=C/C2C=CC=CC=2)=O)=CC=1.[Pd].[Pd]. The product is [CH3:24][N:23]1[C:22]([C:2]2[CH:7]=[CH:6][C:5]([S:8]([N:11]3[CH2:16][CH2:15][O:14][CH2:13][CH2:12]3)(=[O:10])=[O:9])=[CH:4][CH:3]=2)=[CH:21][CH:20]=[C:19]1[C:17]#[N:18]. The yield is 0.0800. (9) The reactants are [Cl:1][C:2]1[CH:3]=[CH:4][C:5]([S:9][CH3:10])=[C:6]([NH2:8])[CH:7]=1.[Cl:11][C:12]1[CH:17]=[CH:16][C:15]([S:18](Cl)(=[O:20])=[O:19])=[C:14]([F:22])[CH:13]=1. No catalyst specified. The product is [Cl:11][C:12]1[CH:17]=[CH:16][C:15]([S:18]([NH:8][C:6]2[CH:7]=[C:2]([Cl:1])[CH:3]=[CH:4][C:5]=2[S:9][CH3:10])(=[O:19])=[O:20])=[C:14]([F:22])[CH:13]=1. The yield is 0.660.